Dataset: Forward reaction prediction with 1.9M reactions from USPTO patents (1976-2016). Task: Predict the product of the given reaction. Given the reactants BrCCBr.C[Si](Cl)(C)C.[CH2:10](I)[CH2:11][CH2:12][CH2:13][CH2:14][CH2:15][CH2:16][CH2:17][CH3:18].C1(P(C2CCCCC2)C2C=CC=CC=2C2C=CC=CC=2)CCCCC1.[F-].C([N+](CCCC)(CCCC)CCCC)CCC.[CH2:63]([O:65][C:66]([C:68]1[CH:73]=[CH:72][C:71]([C:74]2[CH:79]=[CH:78][C:77](OS(C(F)(F)F)(=O)=O)=[CH:76][CH:75]=2)=[CH:70][CH:69]=1)=[O:67])[CH3:64], predict the reaction product. The product is: [CH2:63]([O:65][C:66]([C:68]1[CH:73]=[CH:72][C:71]([C:74]2[CH:79]=[CH:78][C:77]([CH2:10][CH2:11][CH2:12][CH2:13][CH2:14][CH2:15][CH2:16][CH2:17][CH3:18])=[CH:76][CH:75]=2)=[CH:70][CH:69]=1)=[O:67])[CH3:64].